This data is from TCR-epitope binding with 47,182 pairs between 192 epitopes and 23,139 TCRs. The task is: Binary Classification. Given a T-cell receptor sequence (or CDR3 region) and an epitope sequence, predict whether binding occurs between them. (1) The epitope is YEGNSPFHPL. The TCR CDR3 sequence is CASSSSEVREGSYNEQFF. Result: 1 (the TCR binds to the epitope). (2) Result: 0 (the TCR does not bind to the epitope). The TCR CDR3 sequence is CASSVGTGALEQFF. The epitope is RQLLFVVEV. (3) The epitope is EEHVQIHTI. The TCR CDR3 sequence is CASSAARNTGELFF. Result: 0 (the TCR does not bind to the epitope).